This data is from Cav3 T-type calcium channel HTS with 100,875 compounds. The task is: Binary Classification. Given a drug SMILES string, predict its activity (active/inactive) in a high-throughput screening assay against a specified biological target. (1) The compound is Fc1ccc(C(N(c2ccccc2)C)c2n(nnn2)CC2OCCC2)cc1. The result is 0 (inactive). (2) The molecule is S(=O)(=O)(Nc1nccc(c1)C)c1ccc(OC)cc1. The result is 0 (inactive).